Dataset: Full USPTO retrosynthesis dataset with 1.9M reactions from patents (1976-2016). Task: Predict the reactants needed to synthesize the given product. Given the product [Cl:1][C:2]1[CH:3]=[C:4]([CH2:5][OH:6])[CH:8]=[C:9]([CH3:11])[N:10]=1, predict the reactants needed to synthesize it. The reactants are: [Cl:1][C:2]1[CH:3]=[C:4]([CH:8]=[C:9]([CH3:11])[N:10]=1)[C:5](O)=[O:6].